This data is from Catalyst prediction with 721,799 reactions and 888 catalyst types from USPTO. The task is: Predict which catalyst facilitates the given reaction. (1) Reactant: [CH3:1][C:2]1([CH3:16])[C:10]2[CH2:9][CH2:8][C:7](=[O:11])[C:6](=O)[C:5]=2[C:4]([CH3:14])([CH3:13])[CH:3]1[CH3:15].CC1(C)C2CCCC(=O)C=2C(C)(C)C1C.[CH:32]([NH2:34])=O. Product: [CH3:1][C:2]1([CH3:16])[C:10]2[CH2:9][CH2:8][C:7]3[O:11][CH:32]=[N:34][C:6]=3[C:5]=2[C:4]([CH3:14])([CH3:13])[CH:3]1[CH3:15]. The catalyst class is: 11. (2) Reactant: [Cl:1][C:2]1[CH:3]=[C:4]([CH2:9][N:10]2[CH:14]=[C:13]([C:15]([O:17]CC)=[O:16])[CH:12]=[N:11]2)[CH:5]=[CH:6][C:7]=1[Cl:8].[OH-].[Na+]. Product: [Cl:1][C:2]1[CH:3]=[C:4]([CH2:9][N:10]2[CH:14]=[C:13]([C:15]([OH:17])=[O:16])[CH:12]=[N:11]2)[CH:5]=[CH:6][C:7]=1[Cl:8]. The catalyst class is: 8.